The task is: Predict which catalyst facilitates the given reaction.. This data is from Catalyst prediction with 721,799 reactions and 888 catalyst types from USPTO. (1) Reactant: Cl[C:2]1[N:7]=[C:6]([NH:8][CH:9]2[CH2:14][CH2:13][CH2:12][CH2:11][CH2:10]2)[C:5]([N+:15]([O-:17])=[O:16])=[CH:4][N:3]=1.[Br:18][C:19]1[CH:20]=[C:21]([NH2:27])[C:22]([O:25][CH3:26])=[N:23][CH:24]=1.C(N(CC)C(C)C)(C)C. Product: [Br:18][C:19]1[CH:20]=[C:21]([NH:27][C:2]2[N:7]=[C:6]([NH:8][CH:9]3[CH2:14][CH2:13][CH2:12][CH2:11][CH2:10]3)[C:5]([N+:15]([O-:17])=[O:16])=[CH:4][N:3]=2)[C:22]([O:25][CH3:26])=[N:23][CH:24]=1. The catalyst class is: 7. (2) Reactant: [CH3:1][O:2][C:3](=[O:13])[C:4]1[CH:9]=[C:8]([C:10]#[CH:11])[CH:7]=[CH:6][C:5]=1[Cl:12].C[Si]([N:18]=[N+:19]=[N-:20])(C)C. Product: [CH3:1][O:2][C:3](=[O:13])[C:4]1[CH:9]=[C:8]([C:10]2[CH:11]=[N:20][NH:19][N:18]=2)[CH:7]=[CH:6][C:5]=1[Cl:12]. The catalyst class is: 51. (3) Reactant: C([NH:4][C:5]1[N:10]=[C:9]([C:11]([OH:13])=[O:12])[CH:8]=[CH:7][CH:6]=1)(=O)C.Cl. Product: [NH2:4][C:5]1[N:10]=[C:9]([C:11]([OH:13])=[O:12])[CH:8]=[CH:7][CH:6]=1. The catalyst class is: 74.